Dataset: Full USPTO retrosynthesis dataset with 1.9M reactions from patents (1976-2016). Task: Predict the reactants needed to synthesize the given product. (1) The reactants are: Cl.[NH2:2][CH:3]1[CH2:12][C:11]2[C:6](=[CH:7][CH:8]=[CH:9][CH:10]=2)[N:5](O)[C:4]1=[O:14].[BrH:15]. Given the product [NH2:2][CH:3]1[CH2:12][C:11]2[C:6](=[CH:7][CH:8]=[C:9]([Br:15])[CH:10]=2)[NH:5][C:4]1=[O:14], predict the reactants needed to synthesize it. (2) The reactants are: CN(C=O)C.Br[CH2:7][C:8]1[CH:12]=[C:11]([C:13]([F:16])([F:15])[F:14])[N:10]([C:17]2[CH:22]=[CH:21][CH:20]=[CH:19][CH:18]=2)[N:9]=1.C(=O)([O-])[O-].[K+].[K+].[C:29]([O:33][C:34]([N:36]1[C:44]2[C:39](=[C:40]([CH3:46])[C:41]([OH:45])=[CH:42][CH:43]=2)[CH2:38][CH2:37]1)=[O:35])([CH3:32])([CH3:31])[CH3:30]. Given the product [C:29]([O:33][C:34]([N:36]1[C:44]2[C:39](=[C:40]([CH3:46])[C:41]([O:45][CH2:7][C:8]3[CH:12]=[C:11]([C:13]([F:16])([F:15])[F:14])[N:10]([C:17]4[CH:22]=[CH:21][CH:20]=[CH:19][CH:18]=4)[N:9]=3)=[CH:42][CH:43]=2)[CH2:38][CH2:37]1)=[O:35])([CH3:32])([CH3:31])[CH3:30], predict the reactants needed to synthesize it. (3) Given the product [CH2:16]([N:8]1[C:9]2[C:5](=[CH:4][C:3]([O:2][CH3:1])=[CH:11][CH:10]=2)[C:6](=[O:13])[C:7]1=[O:12])[C:17]1[CH:22]=[CH:21][CH:20]=[CH:19][CH:18]=1, predict the reactants needed to synthesize it. The reactants are: [CH3:1][O:2][C:3]1[CH:4]=[C:5]2[C:9](=[CH:10][CH:11]=1)[NH:8][C:7](=[O:12])[C:6]2=[O:13].[H-].[Na+].[CH2:16](Br)[C:17]1[CH:22]=[CH:21][CH:20]=[CH:19][CH:18]=1.O. (4) The reactants are: [CH3:1][O:2][C:3](=[O:19])[C:4](O)([C:12]1[CH:17]=[CH:16][CH:15]=[CH:14][CH:13]=1)[CH2:5][C:6]1[CH:11]=[CH:10][CH:9]=[CH:8][CH:7]=1.S(OS(C(F)(F)F)(=O)=O)(C(F)(F)F)(=O)=O.N1C=CC=CC=1. Given the product [CH3:1][O:2][C:3](=[O:19])/[C:4](/[C:12]1[CH:13]=[CH:14][CH:15]=[CH:16][CH:17]=1)=[CH:5]\[C:6]1[CH:11]=[CH:10][CH:9]=[CH:8][CH:7]=1, predict the reactants needed to synthesize it. (5) The reactants are: [Cl:1][C:2]1[CH:7]=[CH:6][C:5]([C:8]2[CH:13]=[C:12]([CH:14]([F:16])[F:15])[N:11]3[N:17]=[CH:18][C:19](I)=[C:10]3[N:9]=2)=[CH:4][C:3]=1[CH3:21].[CH3:22][Si:23]([C:26]#[CH:27])([CH3:25])[CH3:24].C(N(CC)CC)C. Given the product [Cl:1][C:2]1[CH:7]=[CH:6][C:5]([C:8]2[CH:13]=[C:12]([CH:14]([F:16])[F:15])[N:11]3[N:17]=[CH:18][C:19]([C:27]#[C:26][Si:23]([CH3:25])([CH3:24])[CH3:22])=[C:10]3[N:9]=2)=[CH:4][C:3]=1[CH3:21], predict the reactants needed to synthesize it. (6) Given the product [CH2:38]([O:37][C:35]([N:1]1[CH2:6][CH2:5][O:4][CH:3]([CH2:7][NH:8][C:9]([C:11]2[C:15]3[N:16]=[CH:17][N:18]=[C:19]([C:20]4[C:28]5[O:27][CH2:26][O:25][C:24]=5[CH:23]=[CH:22][C:21]=4[O:29][CH2:30][CH:31]4[CH2:32][CH2:33]4)[C:14]=3[NH:13][CH:12]=2)=[O:10])[CH2:2]1)=[O:36])[CH3:39], predict the reactants needed to synthesize it. The reactants are: [NH:1]1[CH2:6][CH2:5][O:4][CH:3]([CH2:7][NH:8][C:9]([C:11]2[C:15]3[N:16]=[CH:17][N:18]=[C:19]([C:20]4[C:28]5[O:27][CH2:26][O:25][C:24]=5[CH:23]=[CH:22][C:21]=4[O:29][CH2:30][CH:31]4[CH2:33][CH2:32]4)[C:14]=3[NH:13][CH:12]=2)=[O:10])[CH2:2]1.Cl[C:35]([O:37][CH2:38][CH3:39])=[O:36]. (7) Given the product [C:14]12([C:24]3[CH:25]=[C:26]([C:33]4[CH:34]=[C:35]5[C:40](=[CH:41][CH:42]=4)[CH:39]=[C:38]([N:47]4[C:48](=[O:50])[C:49](=[CH2:1])[S:45][C:46]4=[O:51])[CH:37]=[CH:36]5)[CH:27]=[C:28]4[O:32][CH2:31][O:30][C:29]=34)[CH2:23][CH:18]3[CH2:19][CH:20]([CH2:22][CH:16]([CH2:17]3)[CH2:15]1)[CH2:21]2, predict the reactants needed to synthesize it. The reactants are: [C:1]1(C)C=CC=CC=1.N1CCCCC1.[C:14]12([C:24]3[CH:25]=[C:26]([C:33]4[CH:34]=[C:35]5[C:40](=[CH:41][CH:42]=4)[CH:39]=[C:38](C=O)[CH:37]=[CH:36]5)[CH:27]=[C:28]4[O:32][CH2:31][O:30][C:29]=34)[CH2:23][CH:18]3[CH2:19][CH:20]([CH2:22][CH:16]([CH2:17]3)[CH2:15]1)[CH2:21]2.[S:45]1[CH2:49][C:48](=[O:50])[NH:47][C:46]1=[O:51].